Task: Predict which catalyst facilitates the given reaction.. Dataset: Catalyst prediction with 721,799 reactions and 888 catalyst types from USPTO (1) Reactant: [CH2:1]([N:5]1[C:14]2[C:9](=[CH:10][CH:11]=[CH:12][N:13]=2)[C:8]([OH:15])=[C:7](C(OCC)=O)[C:6]1=[O:21])[CH2:2][CH2:3][CH3:4].Cl. Product: [CH2:1]([N:5]1[C:14]2[C:9](=[CH:10][CH:11]=[CH:12][N:13]=2)[C:8]([OH:15])=[CH:7][C:6]1=[O:21])[CH2:2][CH2:3][CH3:4]. The catalyst class is: 74. (2) Reactant: [C:1]([O:5][C:6]([N:8]1[CH2:13][CH2:12][CH2:11][CH2:10][CH:9]1[CH2:14][O:15][CH2:16][C:17](=[O:48])N(C)[C@@H](C(=O)N(C)[C@@H](C(=O)NC)CC1C=CC=CC=1)CC1C=CC2C(=CC=CC=2)C=1)=[O:7])([CH3:4])([CH3:3])[CH3:2].FC(F)(F)C(O)=[O:52].C(=O)(O)[O-].[Na+]. Product: [C:1]([O:5][C:6]([N:8]1[CH2:13][CH2:12][CH2:11][CH2:10][CH:9]1[CH2:14][O:15][CH2:16][C:17]([OH:48])=[O:52])=[O:7])([CH3:2])([CH3:3])[CH3:4]. The catalyst class is: 4. (3) Product: [O:4]=[C:3]([CH2:5][C:17](=[O:23])[CH2:18][CH2:19][CH2:20][CH2:21][CH3:22])[CH2:2][C:1]([O:7][C:8]([CH3:11])([CH3:10])[CH3:9])=[O:6]. The catalyst class is: 188. Reactant: [C:1]([O:7][C:8]([CH3:11])([CH3:10])[CH3:9])(=[O:6])[CH2:2][C:3]([CH3:5])=[O:4].C([Li])CCC.[C:17](N1CC1C)(=[O:23])[CH2:18][CH2:19][CH2:20][CH2:21][CH3:22].[Cl-].[NH4+].